From a dataset of Full USPTO retrosynthesis dataset with 1.9M reactions from patents (1976-2016). Predict the reactants needed to synthesize the given product. (1) The reactants are: [Cl:1][C:2]1[CH:3]=[C:4]([CH:8]=[CH:9][C:10]=1[OH:11])[C:5]([OH:7])=O.S(Cl)(Cl)=O.O[NH:17][C:18]([C:20]1[CH:28]=[CH:27][C:26]2[NH:25][C:24]3[CH:29]([CH2:32][C:33]([O:35][CH2:36][CH3:37])=[O:34])[CH2:30][CH2:31][C:23]=3[C:22]=2[CH:21]=1)=[NH:19]. Given the product [Cl:1][C:2]1[CH:3]=[C:4]([C:5]2[O:7][N:19]=[C:18]([C:20]3[CH:28]=[CH:27][C:26]4[NH:25][C:24]5[CH:29]([CH2:32][C:33]([O:35][CH2:36][CH3:37])=[O:34])[CH2:30][CH2:31][C:23]=5[C:22]=4[CH:21]=3)[N:17]=2)[CH:8]=[CH:9][C:10]=1[OH:11], predict the reactants needed to synthesize it. (2) Given the product [ClH:19].[N:20]1[CH:25]=[CH:24][CH:23]=[C:22]([CH2:26][CH2:27][NH:28][S:16]([C:14]2[O:15][C:11]([C:5]3[CH:4]=[C:3]([CH2:1][CH3:2])[C:8](=[O:9])[NH:7][C:6]=3[CH3:10])=[CH:12][CH:13]=2)(=[O:18])=[O:17])[CH:21]=1, predict the reactants needed to synthesize it. The reactants are: [CH2:1]([C:3]1[C:8](=[O:9])[NH:7][C:6]([CH3:10])=[C:5]([C:11]2[O:15][C:14]([S:16]([Cl:19])(=[O:18])=[O:17])=[CH:13][CH:12]=2)[CH:4]=1)[CH3:2].[N:20]1[CH:25]=[CH:24][CH:23]=[C:22]([CH2:26][CH2:27][NH2:28])[CH:21]=1. (3) Given the product [CH3:16][O:17][C:18](=[O:30])[CH2:19][C@H:20]1[C:24]2[CH:25]=[CH:26][C:27]([O:13][C@H:8]3[C:9]4[C:5](=[C:4]([C:3]5[C:2]([CH3:14])=[CH:15][CH:14]=[CH:2][C:3]=5[CH3:4])[CH:12]=[CH:11][CH:10]=4)[CH2:6][CH2:7]3)=[CH:28][C:23]=2[O:22][CH2:21]1, predict the reactants needed to synthesize it. The reactants are: C[C:2]([CH3:15])([CH3:14])[CH2:3][C:4]1[CH:12]=[CH:11][CH:10]=[C:9]2[C:5]=1[CH2:6][CH2:7][C@@H:8]2[OH:13].[CH3:16][O:17][C:18](=[O:30])[CH2:19][C@H:20]1[C:24]2[CH:25]=[CH:26][C:27](O)=[CH:28][C:23]=2[O:22][CH2:21]1. (4) Given the product [CH2:13]([O:12][C:9]1[C:10]2[C:5](=[CH:4][CH:3]=[C:2]([Br:1])[CH:11]=2)[CH:6]=[CH:7][N:8]=1)[C:14]1[CH:19]=[CH:18][CH:17]=[CH:16][CH:15]=1, predict the reactants needed to synthesize it. The reactants are: [Br:1][C:2]1[CH:11]=[C:10]2[C:5]([CH:6]=[CH:7][N:8]=[C:9]2[OH:12])=[CH:4][CH:3]=1.[CH2:13](Br)[C:14]1[CH:19]=[CH:18][CH:17]=[CH:16][CH:15]=1. (5) Given the product [F:36][C:33]([F:34])([F:35])[C:32]([C:29]1[CH:30]=[N:31][C:26]([C:9]2[CH:10]=[CH:11][C:12]([S:15]([C:18]3[CH:19]=[CH:20][CH:21]=[CH:22][CH:23]=3)(=[O:16])=[O:17])=[CH:13][CH:14]=2)=[N:27][CH:28]=1)([OH:41])[C:37]([F:40])([F:39])[F:38], predict the reactants needed to synthesize it. The reactants are: CC1(C)C(C)(C)OB([C:9]2[CH:14]=[CH:13][C:12]([S:15]([C:18]3[CH:23]=[CH:22][CH:21]=[CH:20][CH:19]=3)(=[O:17])=[O:16])=[CH:11][CH:10]=2)O1.Cl[C:26]1[N:31]=[CH:30][C:29]([C:32]([OH:41])([C:37]([F:40])([F:39])[F:38])[C:33]([F:36])([F:35])[F:34])=[CH:28][N:27]=1.C(=O)([O-])[O-].[Cs+].[Cs+].COCCOC. (6) Given the product [Cl:1][C:2]1[C:9]([O:10][CH3:11])=[C:8]([OH:12])[C:7]([N+:14]([O-:16])=[O:15])=[CH:6][C:3]=1[CH:4]=[O:5], predict the reactants needed to synthesize it. The reactants are: [Cl:1][C:2]1[C:9]([O:10][CH3:11])=[C:8]([O:12]C)[C:7]([N+:14]([O-:16])=[O:15])=[CH:6][C:3]=1[CH:4]=[O:5].O.[Li+].[Cl-].C([O-])(O)=O.[Na+].